From a dataset of Forward reaction prediction with 1.9M reactions from USPTO patents (1976-2016). Predict the product of the given reaction. (1) Given the reactants [C:1]([O:5][C:6](=[O:22])[CH2:7][N:8]=[C:9]([C:16]1[CH:21]=[CH:20][CH:19]=CC=1)C1C=CC=CC=1)([CH3:4])([CH3:3])[CH3:2].CC([O-:27])(C)C.[K+].IC[C@H]1C[C@H]1C(OC)=O, predict the reaction product. The product is: [O:27]=[C:9]1[NH:8][CH:7]([C:6]([O:5][C:1]([CH3:2])([CH3:3])[CH3:4])=[O:22])[CH2:19][C@@H:20]2[C@H:16]1[CH2:21]2. (2) Given the reactants Br.[Br:2][CH2:3][CH2:4][NH2:5].C(N(CC)CC)C.[C:13](O[C:13]([O:15][C:16]([CH3:19])([CH3:18])[CH3:17])=[O:14])([O:15][C:16]([CH3:19])([CH3:18])[CH3:17])=[O:14].C(=O)(O)[O-].[Na+], predict the reaction product. The product is: [Br:2][CH2:3][CH2:4][NH:5][C:13](=[O:14])[O:15][C:16]([CH3:19])([CH3:18])[CH3:17]. (3) Given the reactants C(O[C:4](=O)[CH:5]([CH2:10][NH2:11])[CH2:6][CH:7]([CH3:9])[CH3:8])C.C[O:14][C:15](=O)[CH:16]([NH2:21])[CH2:17][CH:18]([CH3:20])[CH3:19].C([C@@H]1NC[C@H](CC(C)C)NC1=O)C(C)C, predict the reaction product. The product is: [CH2:17]([C@@H:16]1[NH:21][CH2:4][CH:5]([CH2:6][CH:7]([CH3:8])[CH3:9])[CH2:10][NH:11][C:15]1=[O:14])[CH:18]([CH3:20])[CH3:19]. (4) Given the reactants [NH2:1][C:2]([CH3:17])([CH2:5][N:6]1[CH:16]=[C:9]2[N:10]=[CH:11][C:12]([Br:15])=[C:13]([CH3:14])[C:8]2=[N:7]1)[C:3]#[N:4].[F:18][C:19]([F:30])([F:29])[C:20]1[CH:28]=[CH:27][C:23]([C:24](Cl)=[S:25])=[CH:22][CH:21]=1, predict the reaction product. The product is: [Br:15][C:12]1[CH:11]=[N:10][C:9]2=[CH:16][N:6]([CH2:5][C:2]([NH:1][C:24](=[S:25])[C:23]3[CH:22]=[CH:21][C:20]([C:19]([F:18])([F:29])[F:30])=[CH:28][CH:27]=3)([C:3]#[N:4])[CH3:17])[N:7]=[C:8]2[C:13]=1[CH3:14]. (5) The product is: [CH3:1][N:2]1[CH2:3][CH2:4][CH:5]([C:8]2[CH:9]=[N:10][N:11]3[C:16]([C:17]4[CH:18]=[C:19]([NH:23][C:24](=[O:35])[C:25]5[CH:30]=[CH:29][CH:28]=[C:27]([C:31]([F:32])([F:34])[F:33])[CH:26]=5)[CH:20]=[CH:21][CH:22]=4)=[CH:15][CH:14]=[N:13][C:12]=23)[CH2:6][CH2:7]1. Given the reactants [CH3:1][N:2]1[CH2:7][CH:6]=[C:5]([C:8]2[CH:9]=[N:10][N:11]3[C:16]([C:17]4[CH:18]=[C:19]([NH:23][C:24](=[O:35])[C:25]5[CH:30]=[CH:29][CH:28]=[C:27]([C:31]([F:34])([F:33])[F:32])[CH:26]=5)[CH:20]=[CH:21][CH:22]=4)=[CH:15][CH:14]=[N:13][C:12]=23)[CH2:4][CH2:3]1, predict the reaction product. (6) Given the reactants [CH2:1]([O:8][C:9]([N:11]1[C:20]2[C:15](=[CH:16][CH:17]=[CH:18][CH:19]=2)[C:14](=[N:21][C:22]2[CH:27]=[CH:26][CH:25]=[CH:24][CH:23]=2)[CH2:13][CH:12]1[CH3:28])=[O:10])[C:2]1[CH:7]=[CH:6][CH:5]=[CH:4][CH:3]=1.O, predict the reaction product. The product is: [CH2:1]([O:8][C:9]([N:11]1[C:20]2[C:15](=[CH:16][CH:17]=[CH:18][CH:19]=2)[C@H:14]([NH:21][C:22]2[CH:27]=[CH:26][CH:25]=[CH:24][CH:23]=2)[CH2:13][C@@H:12]1[CH3:28])=[O:10])[C:2]1[CH:3]=[CH:4][CH:5]=[CH:6][CH:7]=1.